Dataset: Catalyst prediction with 721,799 reactions and 888 catalyst types from USPTO. Task: Predict which catalyst facilitates the given reaction. (1) The catalyst class is: 6. Product: [CH3:1][CH:2]1[CH2:8][C:7]2[CH:9]=[C:10]3[O:15][CH2:14][O:13][C:11]3=[CH:12][C:6]=2[C:5]([C:16]2[CH:17]=[CH:18][C:19]([N+:22]([O-:24])=[O:23])=[CH:20][CH:21]=2)=[N:4][N:3]1[C:25]1[S:27][CH:28]=[CH:29][N:26]=1. Reactant: [CH3:1][CH:2]1[CH2:8][C:7]2[CH:9]=[C:10]3[O:15][CH2:14][O:13][C:11]3=[CH:12][C:6]=2[C:5]([C:16]2[CH:21]=[CH:20][C:19]([N+:22]([O-:24])=[O:23])=[CH:18][CH:17]=2)=[N:4][N:3]1[C:25](=[S:27])[NH2:26].[CH2:28](OC(OCC)CBr)[CH3:29].CN(C)C=O. (2) Reactant: [Br:1][C:2]1[C:3](=[O:30])[N:4]([C:22]2[C:27]([F:28])=[CH:26][CH:25]=[CH:24][C:23]=2[F:29])[C:5]([CH3:21])=[CH:6][C:7]=1[O:8][CH2:9][C:10]1[CH:19]=[CH:18][C:17]([F:20])=[CH:16][C:11]=1[C:12]([O:14]C)=[O:13].[OH-].[Na+].C(O)(=O)CC(CC(O)=O)(C(O)=O)O. Product: [Br:1][C:2]1[C:3](=[O:30])[N:4]([C:22]2[C:27]([F:28])=[CH:26][CH:25]=[CH:24][C:23]=2[F:29])[C:5]([CH3:21])=[CH:6][C:7]=1[O:8][CH2:9][C:10]1[CH:19]=[CH:18][C:17]([F:20])=[CH:16][C:11]=1[C:12]([OH:14])=[O:13]. The catalyst class is: 12. (3) Reactant: [Cl:1][C:2]1[CH:3]=[CH:4][N:5]=[C:6]2[C:11]=1[N:10]=[CH:9][C:8]([O:12]C)=[CH:7]2.B(Br)(Br)Br.ClC(Cl)C. Product: [Cl:1][C:2]1[CH:3]=[CH:4][N:5]=[C:6]2[C:11]=1[N:10]=[CH:9][C:8]([OH:12])=[CH:7]2. The catalyst class is: 2. (4) Reactant: [CH3:1][C:2]([CH3:12])([CH3:11])[C:3](=[O:10])[CH2:4][C:5]([O:7][CH2:8][CH3:9])=[O:6].C(O)[C:14]1[CH:19]=[CH:18]C=[CH:16][CH:15]=1. Product: [CH3:12][C:2]([CH3:11])([CH3:1])[C:3](=[O:10])[CH2:4][C:5]([O:7][CH2:8][C:9]1[CH:18]=[CH:19][CH:14]=[CH:15][CH:16]=1)=[O:6]. The catalyst class is: 11. (5) Reactant: [Cl-].O[NH3+:3].[C:4](=[O:7])([O-])[OH:5].[Na+].CS(C)=O.[CH2:13]([C:17]1[N:18]=[C:19]([CH3:50])[N:20]([CH2:39][C:40]2[C:44]3[CH:45]=[C:46]([Cl:49])[CH:47]=[CH:48][C:43]=3[S:42][CH:41]=2)[C:21](=[O:38])[C:22]=1[CH2:23][C:24]1[CH:29]=[CH:28][C:27]([C:30]2[C:31]([C:36]#[N:37])=[CH:32][CH:33]=[CH:34][CH:35]=2)=[CH:26][CH:25]=1)[CH2:14][CH2:15][CH3:16]. Product: [CH2:13]([C:17]1[N:18]=[C:19]([CH3:50])[N:20]([CH2:39][C:40]2[C:44]3[CH:45]=[C:46]([Cl:49])[CH:47]=[CH:48][C:43]=3[S:42][CH:41]=2)[C:21](=[O:38])[C:22]=1[CH2:23][C:24]1[CH:25]=[CH:26][C:27]([C:30]2[CH:35]=[CH:34][CH:33]=[CH:32][C:31]=2[C:36]2[NH:3][C:4](=[O:7])[O:5][N:37]=2)=[CH:28][CH:29]=1)[CH2:14][CH2:15][CH3:16]. The catalyst class is: 13. (6) Reactant: Br[CH2:2][C:3]([C:5]1[C:6](=[O:16])[O:7][C:8]2[C:13]([CH:14]=1)=[CH:12][CH:11]=[CH:10][C:9]=2[Cl:15])=O.[NH2:17][C:18]([NH2:20])=[S:19]. Product: [NH2:20][C:18]1[S:19][CH:2]=[C:3]([C:5]2[C:6](=[O:16])[O:7][C:8]3[C:13]([CH:14]=2)=[CH:12][CH:11]=[CH:10][C:9]=3[Cl:15])[N:17]=1. The catalyst class is: 14. (7) Reactant: [CH3:1][N:2]([CH3:6])[CH2:3][CH2:4][NH2:5].Cl[C:8]1[N:9]=[N+:10]([O-:20])[C:11]2[CH:17]=[C:16]([O:18][CH3:19])[CH:15]=[CH:14][C:12]=2[N:13]=1. Product: [CH3:19][O:18][C:16]1[CH:15]=[CH:14][C:12]2[N:13]=[C:8]([NH:5][CH2:4][CH2:3][N:2]([CH3:6])[CH3:1])[N:9]=[N+:10]([O-:20])[C:11]=2[CH:17]=1. The catalyst class is: 57. (8) Reactant: [CH3:1][N:2]1[C:6](/[C:7](=[N:14]\[O:15][CH2:16][C:17]2[N:18]=[C:19]([NH2:22])[S:20][CH:21]=2)/[C:8]2[CH:13]=[CH:12][CH:11]=[CH:10][CH:9]=2)=[N:5][N:4]=[N:3]1.[CH:23]1([O:28][CH:29]([CH3:33])[C:30](O)=[O:31])[CH2:27][CH2:26][CH2:25][CH2:24]1.N1(O)C2C=CC=CC=2N=N1.C1(N=C=NC2CCCCC2)CCCCC1. Product: [CH:23]1([O:28][CH:29]([CH3:33])[C:30]([NH:22][C:19]2[S:20][CH:21]=[C:17]([CH2:16][O:15]/[N:14]=[C:7](\[C:6]3[N:2]([CH3:1])[N:3]=[N:4][N:5]=3)/[C:8]3[CH:13]=[CH:12][CH:11]=[CH:10][CH:9]=3)[N:18]=2)=[O:31])[CH2:27][CH2:26][CH2:25][CH2:24]1. The catalyst class is: 9.